From a dataset of Full USPTO retrosynthesis dataset with 1.9M reactions from patents (1976-2016). Predict the reactants needed to synthesize the given product. Given the product [F:1][C:2]1[CH:10]=[CH:9][C:8]([CH2:11][C:12]2[C:21]3[C:16](=[CH:17][CH:18]=[CH:19][CH:20]=3)[C:15](=[O:22])[NH:14][N:13]=2)=[CH:7][C:3]=1[C:4]([N:32]1[CH2:33][CH2:34][CH:29]([O:28][C@@H:26]([CH3:27])[CH2:25][O:24][CH3:23])[CH2:30][CH2:31]1)=[O:5], predict the reactants needed to synthesize it. The reactants are: [F:1][C:2]1[CH:10]=[CH:9][C:8]([CH2:11][C:12]2[C:21]3[C:16](=[CH:17][CH:18]=[CH:19][CH:20]=3)[C:15](=[O:22])[NH:14][N:13]=2)=[CH:7][C:3]=1[C:4](O)=[O:5].[CH3:23][O:24][CH2:25][C@@H:26]([O:28][CH:29]1[CH2:34][CH2:33][NH:32][CH2:31][CH2:30]1)[CH3:27].CCN(C(C)C)C(C)C.